Dataset: Reaction yield outcomes from USPTO patents with 853,638 reactions. Task: Predict the reaction yield, written as a fraction of the theoretical maximum amount of product (1.0 means a 100% yield; for example, 0.34 means a 34% yield). (1) The reactants are Cl[C:2]1[N:3]=[CH:4][C:5]2[CH:10]=[CH:9][N:8]([CH2:11][C:12]3[C:13]([N:18]([CH3:23])[S:19]([CH3:22])(=[O:21])=[O:20])=[N:14][CH:15]=[CH:16][CH:17]=3)[C:6]=2[N:7]=1.[NH2:24][C:25]1[N:30]=[CH:29][C:28]([N:31]2[CH2:36][CH2:35][N:34]([C:37]([O:39][C:40]([CH3:43])([CH3:42])[CH3:41])=[O:38])[C@@H:33]([CH3:44])[CH2:32]2)=[CH:27][CH:26]=1.C([O-])([O-])=O.[K+].[K+].CC(C1C=C(C(C)C)C(C2C=CC=CC=2P(C2CCCCC2)C2CCCCC2)=C(C(C)C)C=1)C. The catalyst is C(O)(C)(C)C.C1C=CC(/C=C/C(/C=C/C2C=CC=CC=2)=O)=CC=1.C1C=CC(/C=C/C(/C=C/C2C=CC=CC=2)=O)=CC=1.C1C=CC(/C=C/C(/C=C/C2C=CC=CC=2)=O)=CC=1.[Pd].[Pd]. The product is [CH3:44][C@H:33]1[CH2:32][N:31]([C:28]2[CH:29]=[N:30][C:25]([NH:24][C:2]3[N:3]=[CH:4][C:5]4[CH:10]=[CH:9][N:8]([CH2:11][C:12]5[C:13]([N:18]([CH3:23])[S:19]([CH3:22])(=[O:21])=[O:20])=[N:14][CH:15]=[CH:16][CH:17]=5)[C:6]=4[N:7]=3)=[CH:26][CH:27]=2)[CH2:36][CH2:35][N:34]1[C:37]([O:39][C:40]([CH3:41])([CH3:43])[CH3:42])=[O:38]. The yield is 0.600. (2) The reactants are [NH2:1][C:2]1[N:3]=[C:4]([NH:18][CH:19]2[CH2:24][CH2:23][NH:22][CH2:21][CH2:20]2)[S:5][C:6]=1[C:7]([C:9]1[CH:14]=[CH:13][C:12]([O:15][CH3:16])=[C:11]([F:17])[CH:10]=1)=[O:8].[CH3:25][S:26](Cl)(=[O:28])=[O:27]. No catalyst specified. The product is [NH2:1][C:2]1[N:3]=[C:4]([NH:18][CH:19]2[CH2:24][CH2:23][N:22]([S:26]([CH3:25])(=[O:28])=[O:27])[CH2:21][CH2:20]2)[S:5][C:6]=1[C:7]([C:9]1[CH:14]=[CH:13][C:12]([O:15][CH3:16])=[C:11]([F:17])[CH:10]=1)=[O:8]. The yield is 0.230. (3) The reactants are [N+:1]([C:4]1[CH:9]=[CH:8][C:7]([C:10]([OH:12])=[O:11])=[CH:6][C:5]=1[C:13]([OH:15])=[O:14])([O-:3])=[O:2].S(=O)(=O)(O)O.[CH3:21]O. No catalyst specified. The yield is 0.450. The product is [C:13]([C:5]1[CH:6]=[C:7]([CH:8]=[CH:9][C:4]=1[N+:1]([O-:3])=[O:2])[C:10]([O:12][CH3:21])=[O:11])([OH:15])=[O:14]. (4) The reactants are [CH:1]([C:4]1[CH:5]=[C:6]([CH:10]=[CH:11][CH:12]=1)[C:7](O)=[O:8])([CH3:3])[CH3:2].O=S(Cl)[Cl:15]. No catalyst specified. The product is [CH:1]([C:4]1[CH:5]=[C:6]([CH:10]=[CH:11][CH:12]=1)[C:7]([Cl:15])=[O:8])([CH3:3])[CH3:2]. The yield is 0.910.